Predict the product of the given reaction. From a dataset of Forward reaction prediction with 1.9M reactions from USPTO patents (1976-2016). Given the reactants [F:1][C:2]1[C:3]([NH:18][C@H:19]([C:21]2[N:26]=[CH:25][C:24]([F:27])=[CH:23][N:22]=2)[CH3:20])=[N:4][C:5]([NH:11][C:12]2[CH:16]=[C:15]([CH3:17])[NH:14][N:13]=2)=[C:6]([N+:8]([O-])=O)[CH:7]=1.O.O.Cl[Sn]Cl.[CH:33](OCC)(OCC)OCC, predict the reaction product. The product is: [F:1][C:2]1[CH:7]=[C:6]2[N:8]=[CH:33][N:11]([C:12]3[CH:16]=[C:15]([CH3:17])[NH:14][N:13]=3)[C:5]2=[N:4][C:3]=1[NH:18][C@H:19]([C:21]1[N:26]=[CH:25][C:24]([F:27])=[CH:23][N:22]=1)[CH3:20].